Dataset: Full USPTO retrosynthesis dataset with 1.9M reactions from patents (1976-2016). Task: Predict the reactants needed to synthesize the given product. Given the product [F:1][CH:2]([F:18])[C:3]1([CH3:17])[C:8]2[O:9][C:10]3[CH:15]=[C:14]([S:27][C:21]4[CH:22]=[CH:23][CH:24]=[C:25]([F:26])[C:20]=4[F:19])[CH:13]=[CH:12][C:11]=3[C:7]=2[CH2:6][CH2:5][NH:4]1, predict the reactants needed to synthesize it. The reactants are: [F:1][CH:2]([F:18])[C:3]1([CH3:17])[C:8]2[O:9][C:10]3[CH:15]=[C:14](I)[CH:13]=[CH:12][C:11]=3[C:7]=2[CH2:6][CH2:5][NH:4]1.[F:19][C:20]1[C:25]([F:26])=[CH:24][CH:23]=[CH:22][C:21]=1[S:27][Si](C(C)C)(C(C)C)C(C)C.[F-].[Cs+].C(O)CO.CN(C=O)C.